Task: Regression. Given a peptide amino acid sequence and an MHC pseudo amino acid sequence, predict their binding affinity value. This is MHC class II binding data.. Dataset: Peptide-MHC class II binding affinity with 134,281 pairs from IEDB The MHC is H-2-IAd with pseudo-sequence H-2-IAd. The binding affinity (normalized) is 0.641. The peptide sequence is YVKADYVKADYVKADYVK.